This data is from Full USPTO retrosynthesis dataset with 1.9M reactions from patents (1976-2016). The task is: Predict the reactants needed to synthesize the given product. (1) The reactants are: C1(P(C2CCCCC2)C2CCCCC2)CCCCC1.Br[C:21]1[C:26]([F:27])=[CH:25][C:24]([NH:28][C:29](=[O:31])[CH3:30])=[CH:23][C:22]=1[F:32].[B:33]1([B:33]2[O:37][C:36]([CH3:39])([CH3:38])[C:35]([CH3:41])([CH3:40])[O:34]2)[O:37][C:36]([CH3:39])([CH3:38])[C:35]([CH3:41])([CH3:40])[O:34]1.C([O-])(=O)C.[K+]. Given the product [F:32][C:22]1[CH:23]=[C:24]([NH:28][C:29](=[O:31])[CH3:30])[CH:25]=[C:26]([F:27])[C:21]=1[B:33]1[O:37][C:36]([CH3:39])([CH3:38])[C:35]([CH3:41])([CH3:40])[O:34]1, predict the reactants needed to synthesize it. (2) The reactants are: Cl[C:2]1[O:3][C:4]([C:7]([O:9]CC)=[O:8])=[CH:5][N:6]=1.C[O-:13].[Na+]. Given the product [O:13]=[C:2]1[NH:6][CH:5]=[C:4]([C:7]([OH:9])=[O:8])[O:3]1, predict the reactants needed to synthesize it. (3) Given the product [CH3:1][O:2][C:3]1[CH:4]=[C:5]([C:6]2[C:15]([CH2:20][CH3:21])([CH3:14])[C:16](=[O:17])[NH:23][N:24]=2)[CH:9]=[CH:10][C:11]=1[O:12][CH3:13], predict the reactants needed to synthesize it. The reactants are: [CH3:1][O:2][C:3]1[CH:4]=[C:5]([CH:9]=[CH:10][C:11]=1[O:12][CH3:13])[C:6](Cl)=O.[CH3:14][CH:15]([CH2:20][CH3:21])[C:16](OC)=[O:17].O.[NH2:23][NH2:24]. (4) Given the product [Cl:1][C:2]1[C:6]([Cl:7])=[C:5]([CH3:8])[NH:4][C:3]=1[C:9]([NH:11][CH:12]1[CH2:17][CH2:16][C:15]([C:18]2[CH:19]=[CH:20][CH:21]=[C:22]([C:23]([NH:30][O:29][CH3:28])=[O:25])[CH:26]=2)=[CH:14][CH2:13]1)=[O:10], predict the reactants needed to synthesize it. The reactants are: [Cl:1][C:2]1[C:6]([Cl:7])=[C:5]([CH3:8])[NH:4][C:3]=1[C:9]([NH:11][CH:12]1[CH2:17][CH2:16][C:15]([C:18]2[CH:19]=[CH:20][CH:21]=[C:22]([CH:26]=2)[C:23]([OH:25])=O)=[CH:14][CH2:13]1)=[O:10].Cl.[CH3:28][O:29][NH2:30].C1C=CC2N(O)N=NC=2C=1.CN1CCOCC1.C(Cl)CCl. (5) Given the product [ClH:48].[NH2:40][CH:38]([C:35]1[N:34]=[N:33][C:32]([NH:31][C:23]2[CH:22]=[C:21]([O:20][CH3:19])[C:26]([O:27][CH3:28])=[C:25]([O:29][CH3:30])[CH:24]=2)=[N:37][CH:36]=1)[CH3:39], predict the reactants needed to synthesize it. The reactants are: CSC1N=NC(C(NC(=O)OC(C)(C)C)C)=CN=1.[CH3:19][O:20][C:21]1[CH:22]=[C:23]([NH:31][C:32]2[N:33]=[N:34][C:35]([CH:38]([NH:40]C(=O)OC(C)(C)C)[CH3:39])=[CH:36][N:37]=2)[CH:24]=[C:25]([O:29][CH3:30])[C:26]=1[O:27][CH3:28].[ClH:48]. (6) Given the product [CH3:12][S:13]([C:16]1[CH:17]=[CH:18][CH:19]=[C:20]2[C:25]=1[N:24]=[C:23]([C:10]1[C:9]3[C:4](=[CH:5][CH:6]=[C:7]([CH3:11])[CH:8]=3)[NH:3][C:2]=1[CH3:1])[CH:22]=[CH:21]2)(=[O:15])=[O:14], predict the reactants needed to synthesize it. The reactants are: [CH3:1][C:2]1[NH:3][C:4]2[C:9]([CH:10]=1)=[CH:8][C:7]([CH3:11])=[CH:6][CH:5]=2.[CH3:12][S:13]([C:16]1[CH:17]=[CH:18][CH:19]=[C:20]2[C:25]=1[N:24]=[CH:23][CH:22]=[C:21]2Cl)(=[O:15])=[O:14]. (7) Given the product [N:19]([CH2:8][C:5]1[CH:4]=[N:3][C:2]([CH3:1])=[N:7][CH:6]=1)=[N+:20]=[N-:21], predict the reactants needed to synthesize it. The reactants are: [CH3:1][C:2]1[N:7]=[CH:6][C:5]([CH2:8]O)=[CH:4][N:3]=1.C1C=CC(OP(OC2C=CC=CC=2)([N:19]=[N+:20]=[N-:21])=O)=CC=1.N12CCCN=C1CCCCC2.